Dataset: Human liver microsome stability data. Task: Regression/Classification. Given a drug SMILES string, predict its absorption, distribution, metabolism, or excretion properties. Task type varies by dataset: regression for continuous measurements (e.g., permeability, clearance, half-life) or binary classification for categorical outcomes (e.g., BBB penetration, CYP inhibition). Dataset: hlm. (1) The drug is FC(F)(F)Oc1ccc(C(c2nnnn2Cc2ccccc2)N2CCCN(C3CCC3)CC2)cc1. The result is 1 (stable in human liver microsomes). (2) The molecule is COc1cc(N2CCN(C3CCN(c4c(F)ccc5cccnc45)CC3)CC2)c2ncccc2c1. The result is 1 (stable in human liver microsomes). (3) The drug is Cc1ccc2[nH]c(C(=O)N3CC(=O)N(Cc4ccc5cc[nH]c5c4)[C@@H](Cc4ccccc4)C3)cc2c1. The result is 0 (unstable in human liver microsomes). (4) The compound is FC(F)(F)CC(c1cccs1)c1c(-c2ccccc2)[nH]c2cc(Cl)ccc12. The result is 0 (unstable in human liver microsomes). (5) The drug is CCC(=O)N1CCN(c2ccc(-n3c(=O)ccc4cnc5ccc(-c6cnc7ccccc7c6)cc5c43)cc2C(F)(F)F)CC1. The result is 1 (stable in human liver microsomes). (6) The molecule is N[C@H]1CC[C@@H](C(=O)Nc2cc3ccnc(O)c3cc2Cl)CC1. The result is 0 (unstable in human liver microsomes). (7) The compound is CN(CCO)C(=O)Cn1c(-c2ccoc2)c(C2CCCCC2)c2ccc(C(=O)O)cc21. The result is 0 (unstable in human liver microsomes). (8) The molecule is CCn1nnc2c(N3CCOCC3)nc(-c3ccc(NC(=O)Nc4ccc(C(=O)N(C)C)cc4)cc3)nc21. The result is 0 (unstable in human liver microsomes). (9) The molecule is CS(=O)(=O)Nc1ccc2c(c1)S(=O)(=O)NC(C1=C(O)[C@@H]3C4CCC(CC4)[C@@H]3N(Cc3ccccc3)C1=O)=N2. The result is 0 (unstable in human liver microsomes).